Dataset: Forward reaction prediction with 1.9M reactions from USPTO patents (1976-2016). Task: Predict the product of the given reaction. (1) Given the reactants [CH2:1]([C:3]1[N:13]([CH2:14][C:15]2[CH:23]=[CH:22][C:18]([C:19](O)=[O:20])=[CH:17][CH:16]=2)[C:6]2=[N:7][C:8]([CH3:12])=[CH:9][C:10]([CH3:11])=[C:5]2[N:4]=1)[CH3:2].[N:24]1([CH2:31][CH2:32][CH2:33][CH2:34][NH2:35])[CH2:30][CH2:29][CH2:28][CH2:27][CH2:26][CH2:25]1, predict the reaction product. The product is: [N:24]1([CH2:31][CH2:32][CH2:33][CH2:34][NH:35][C:19](=[O:20])[C:18]2[CH:22]=[CH:23][C:15]([CH2:14][N:13]3[C:6]4=[N:7][C:8]([CH3:12])=[CH:9][C:10]([CH3:11])=[C:5]4[N:4]=[C:3]3[CH2:1][CH3:2])=[CH:16][CH:17]=2)[CH2:30][CH2:29][CH2:28][CH2:27][CH2:26][CH2:25]1. (2) Given the reactants C[O:2][C:3]([C:5]1[CH:10]=[CH:9][C:8]([C:11]2[CH:16]=[CH:15][C:14]([CH2:17][NH:18][C:19](=[O:43])[CH:20]([OH:42])[CH2:21][CH2:22][NH:23][C:24]([CH:26]3[C:31]([CH3:33])([CH3:32])[CH2:30][O:29][C@@H](C4C=CC(OC)=CC=4)[O:27]3)=[O:25])=[CH:13][CH:12]=2)=[CH:7][CH:6]=1)=[O:4].O[Li].O, predict the reaction product. The product is: [OH:27][C@H:26]([C:31]([CH3:33])([CH3:32])[CH2:30][OH:29])[C:24]([NH:23][CH2:22][CH2:21][C:20](=[O:42])[C:19]([NH:18][CH2:17][C:14]1[CH:15]=[CH:16][C:11]([C:8]2[CH:7]=[CH:6][C:5]([C:3]([OH:4])=[O:2])=[CH:10][CH:9]=2)=[CH:12][CH:13]=1)=[O:43])=[O:25]. (3) Given the reactants [Cl:1][C:2]1[CH:9]=[C:8](F)[CH:7]=[CH:6][C:3]=1[C:4]#[N:5].Cl.[CH:12]12[NH:19][CH:16]([CH2:17][CH2:18]1)[CH2:15][CH2:14][CH2:13]2.C(N(CC)C(C)C)(C)C, predict the reaction product. The product is: [CH:16]12[N:19]([C:8]3[CH:7]=[CH:6][C:3]([C:4]#[N:5])=[C:2]([Cl:1])[CH:9]=3)[CH:12]([CH2:18][CH2:17]1)[CH2:13][CH2:14][CH2:15]2. (4) The product is: [CH3:19][N:20]([CH:22]=[C:12]1[C:11](=[O:16])[CH2:10][CH:9]([C:4]2[CH:5]=[CH:6][CH:7]=[CH:8][C:3]=2[O:2][CH3:1])[CH2:14][C:13]1=[O:15])[CH3:21]. Given the reactants [CH3:1][O:2][C:3]1[CH:8]=[CH:7][CH:6]=[CH:5][C:4]=1[CH:9]1[CH2:14][C:13](=[O:15])[CH2:12][C:11](=[O:16])[CH2:10]1.CO[CH:19](OC)[N:20]([CH3:22])[CH3:21].ClC1C=CC(C2CC(=O)C(=CN(C)C)C(=O)C2)=CC=1, predict the reaction product. (5) Given the reactants FC1C=CC(C(CC)CC(O)(C(F)(F)F)C=NC2C=C3C(=CC=2)C(=O)NC3)=C(OC)C=1.[F:32][C:33]1[CH:38]=[CH:37][C:36]([CH:39]([CH3:60])[CH:40]([CH3:59])[C:41]([OH:58])([C:54]([F:57])([F:56])[F:55])[CH:42]=[N:43][C:44]2[CH:45]=[C:46]3[C:50](=[CH:51][CH:52]=2)[C:49](=[O:53])[NH:48][CH2:47]3)=[C:35]([O:61]C)[CH:34]=1.B(Br)(Br)Br, predict the reaction product. The product is: [F:32][C:33]1[CH:38]=[C:37]2[C:36]([CH:39]([CH3:60])[CH:40]([CH3:59])[C:41]([OH:58])([C:54]([F:56])([F:57])[F:55])[CH:42]2[NH:43][C:44]2[CH:45]=[C:46]3[C:50](=[CH:51][CH:52]=2)[C:49](=[O:53])[NH:48][CH2:47]3)=[C:35]([OH:61])[CH:34]=1. (6) Given the reactants [NH2:1][C:2]1[N:7]=[C:6]([N:8]2[C@H:13]([CH3:14])[CH2:12][CH2:11][C@H:10]([C:15]([NH:17][CH2:18][C:19]3[CH:24]=[CH:23][CH:22]=[C:21]([O:25][CH3:26])[CH:20]=3)=[O:16])[CH2:9]2)[CH:5]=[C:4]([C:27]2[CH:32]=[CH:31][C:30]([C:33]#[N:34])=[C:29](F)[CH:28]=2)[N:3]=1.CCO.CCN(C(C)C)C(C)C.[NH2:48][NH2:49], predict the reaction product. The product is: [NH2:1][C:2]1[N:7]=[C:6]([N:8]2[C@H:13]([CH3:14])[CH2:12][CH2:11][C@H:10]([C:15]([NH:17][CH2:18][C:19]3[CH:24]=[CH:23][CH:22]=[C:21]([O:25][CH3:26])[CH:20]=3)=[O:16])[CH2:9]2)[CH:5]=[C:4]([C:27]2[CH:28]=[C:29]3[C:30]([C:33]([NH2:34])=[N:48][NH:49]3)=[CH:31][CH:32]=2)[N:3]=1. (7) Given the reactants [C:1]([NH:9][C:10]1[CH:15]=[CH:14][C:13]([C@@H:16]2[CH2:18][C@H:17]2[C:19]([O:21]CC)=[O:20])=[CH:12][C:11]=1[CH3:24])(=[O:8])[C:2]1[CH:7]=[CH:6][CH:5]=[CH:4][CH:3]=1.[OH-].[Na+].Cl, predict the reaction product. The product is: [C:1]([NH:9][C:10]1[CH:15]=[CH:14][C:13]([C@@H:16]2[CH2:18][C@H:17]2[C:19]([OH:21])=[O:20])=[CH:12][C:11]=1[CH3:24])(=[O:8])[C:2]1[CH:7]=[CH:6][CH:5]=[CH:4][CH:3]=1.